This data is from Full USPTO retrosynthesis dataset with 1.9M reactions from patents (1976-2016). The task is: Predict the reactants needed to synthesize the given product. Given the product [Cl:11][CH2:12][CH2:13][O:4][C:5]1([C:9]#[N:10])[CH2:8][CH2:7][CH2:6]1, predict the reactants needed to synthesize it. The reactants are: CCC.[OH:4][C:5]1([C:9]#[N:10])[CH2:8][CH2:7][CH2:6]1.[Cl:11][CH2:12][CH2:13]O.